This data is from Forward reaction prediction with 1.9M reactions from USPTO patents (1976-2016). The task is: Predict the product of the given reaction. (1) The product is: [CH3:22][O:21][C:20]1[CH:19]=[CH:18][C:14]([C:15]([OH:17])=[O:16])=[CH:13][C:12]=1[S:11][CH2:28][CH2:29][C:30]1[CH:31]=[C:32]([CH3:36])[CH:33]=[CH:34][CH:35]=1. Given the reactants [C:15]([C:14]1[CH:18]=[CH:19][C:20]([O:21][CH3:22])=[C:12]([S:11][S:11][C:12]2[CH:13]=[C:14]([CH:18]=[CH:19][C:20]=2[O:21][CH3:22])[C:15]([OH:17])=[O:16])[CH:13]=1)([OH:17])=[O:16].[BH4-].[Na+].Br[CH2:28][CH2:29][C:30]1[CH:35]=[CH:34][CH:33]=[C:32]([CH3:36])[CH:31]=1.C(N(CC)CC)C, predict the reaction product. (2) Given the reactants Br[C:2]1[CH:7]=[C:6]([CH2:8][NH:9][C:10]2[CH:28]=[CH:27][CH:26]=[CH:25][C:11]=2[C:12]([NH:14][C:15]2[CH:20]=[CH:19][CH:18]=[C:17]([C:21]([F:24])([F:23])[F:22])[CH:16]=2)=[O:13])[CH:5]=[CH:4][N:3]=1.[CH3:29][N:30]([CH2:32][CH2:33][NH2:34])[CH3:31], predict the reaction product. The product is: [CH3:29][N:30]([CH3:31])[CH2:32][CH2:33][NH:34][C:2]1[CH:7]=[C:6]([CH2:8][NH:9][C:10]2[CH:28]=[CH:27][CH:26]=[CH:25][C:11]=2[C:12]([NH:14][C:15]2[CH:20]=[CH:19][CH:18]=[C:17]([C:21]([F:23])([F:24])[F:22])[CH:16]=2)=[O:13])[CH:5]=[CH:4][N:3]=1. (3) Given the reactants [N:1]1[CH:6]=[CH:5][C:4]([C:7]2[S:11][C:10]([C:12]([OH:14])=O)=[CH:9][CH:8]=2)=[CH:3][CH:2]=1.[C:15]1([N:21]2[CH2:26][CH2:25][NH:24][CH2:23][CH2:22]2)[CH:20]=[CH:19][CH:18]=[CH:17][CH:16]=1, predict the reaction product. The product is: [C:15]1([N:21]2[CH2:26][CH2:25][N:24]([C:12]([C:10]3[S:11][C:7]([C:4]4[CH:3]=[CH:2][N:1]=[CH:6][CH:5]=4)=[CH:8][CH:9]=3)=[O:14])[CH2:23][CH2:22]2)[CH:20]=[CH:19][CH:18]=[CH:17][CH:16]=1. (4) The product is: [F:38][C:35]([F:36])([F:37])[CH2:34][O:33][P:31]([CH2:30][C:29](=[O:28])[N:14]([C:15]1[CH:23]=[C:22]2[C:18]([CH2:19][CH2:20][N:21]2[C:24](=[O:26])[CH3:25])=[CH:17][CH:16]=1)[CH:11]1[CH2:12][CH2:13][N:8]([CH2:1][C:2]2[CH:3]=[CH:4][CH:5]=[CH:6][CH:7]=2)[CH2:9][CH2:10]1)(=[O:32])[O:39][CH2:40][C:41]([F:42])([F:43])[F:44]. Given the reactants [CH2:1]([N:8]1[CH2:13][CH2:12][CH:11]([NH:14][C:15]2[CH:23]=[C:22]3[C:18]([CH2:19][CH2:20][N:21]3[C:24](=[O:26])[CH3:25])=[CH:17][CH:16]=2)[CH2:10][CH2:9]1)[C:2]1[CH:7]=[CH:6][CH:5]=[CH:4][CH:3]=1.C[O:28][C:29](=O)[CH2:30][P:31]([O:39][CH2:40][C:41]([F:44])([F:43])[F:42])([O:33][CH2:34][C:35]([F:38])([F:37])[F:36])=[O:32], predict the reaction product. (5) Given the reactants [H-].[Na+].[OH:3][CH:4]1[CH2:9][CH2:8][CH2:7][N:6](C(OC(C)(C)C)=O)[CH2:5]1.Cl[C:18]1[N:19]([CH3:31])[C:20](=[O:30])[CH:21]=[C:22]([C:24]2[CH:29]=[CH:28][N:27]=[CH:26][N:25]=2)[N:23]=1.O, predict the reaction product. The product is: [CH3:31][N:19]1[C:20](=[O:30])[CH:21]=[C:22]([C:24]2[CH:29]=[CH:28][N:27]=[CH:26][N:25]=2)[N:23]=[C:18]1[O:3][CH:4]1[CH2:9][CH2:8][CH2:7][NH:6][CH2:5]1. (6) Given the reactants [CH3:1][CH:2]1[CH2:7][C:6](=[O:8])[CH2:5][CH2:4][N:3]1[C:9]([O:11][C:12]([CH3:15])([CH3:14])[CH3:13])=[O:10].[F:16][C:17]([F:36])([F:35])[S:18](N(C1C=CC=CC=1)[S:18]([C:17]([F:36])([F:35])[F:16])(=[O:20])=[O:19])(=[O:20])=[O:19].[NH4+].[Cl-], predict the reaction product. The product is: [CH3:1][CH:2]1[CH2:7][C:6]([O:8][S:18]([C:17]([F:36])([F:35])[F:16])(=[O:20])=[O:19])=[CH:5][CH2:4][N:3]1[C:9]([O:11][C:12]([CH3:14])([CH3:13])[CH3:15])=[O:10]. (7) The product is: [Br:44][C:45]1[C:46]([O:52][CH3:53])=[CH:47][C:48]([OH:51])=[C:49]([C:4]2([OH:17])[C:3]3[C:7](=[CH:8][CH:9]=[CH:10][CH:2]=3)[N:6]([CH2:11][CH2:12][CH2:13][CH2:14][CH3:15])[C:5]2=[O:16])[CH:50]=1. Given the reactants Br[C:2]1[CH:10]=[CH:9][CH:8]=[C:7]2[C:3]=1[C:4](=[O:17])[C:5](=[O:16])[N:6]2[CH2:11][CH2:12][CH2:13][CH2:14][CH3:15].C(N1C2C(=CC=CC=2)C(=O)C1=O)CCCC.O1C2C=CC(O)=CC=2OC1.[Br:44][C:45]1[CH:50]=[CH:49][C:48]([OH:51])=[CH:47][C:46]=1[O:52][CH3:53], predict the reaction product. (8) The product is: [Cl:18][C:11]1[C:12]([CH2:13][C:14]([OH:16])=[O:15])=[C:7]([Cl:6])[N:8]=[C:9]([CH2:19][C:20]2[CH:21]=[CH:22][C:23]([NH:26][C:27]([C:29]3[CH:38]=[CH:37][C:36]4[C:31](=[CH:32][CH:33]=[CH:34][CH:35]=4)[CH:30]=3)=[O:28])=[CH:24][CH:25]=2)[N:10]=1. Given the reactants C1COCC1.[Cl:6][C:7]1[C:12]([CH2:13][C:14]([O:16]C)=[O:15])=[C:11]([Cl:18])[N:10]=[C:9]([CH2:19][C:20]2[CH:25]=[CH:24][C:23]([NH:26][C:27]([C:29]3[CH:38]=[CH:37][C:36]4[C:31](=[CH:32][CH:33]=[CH:34][CH:35]=4)[CH:30]=3)=[O:28])=[CH:22][CH:21]=2)[N:8]=1.[OH-].[Na+], predict the reaction product.